This data is from Catalyst prediction with 721,799 reactions and 888 catalyst types from USPTO. The task is: Predict which catalyst facilitates the given reaction. (1) Reactant: [Cl:1][C:2]1[CH:35]=[CH:34][CH:33]=[C:32]([C:36]([F:39])([F:38])[F:37])[C:3]=1[C:4]([N:6]1[C:14]2[C:9](=[CH:10][CH:11]=[C:12]([C:15]3[O:16][C:17](=[O:20])[NH:18][N:19]=3)[CH:13]=2)[C:8]([C:21]2[CH:30]=[CH:29][C:24]([C:25]([O:27]C)=[O:26])=[CH:23][C:22]=2[F:31])=[N:7]1)=[O:5].O[Li].O.Cl. Product: [Cl:1][C:2]1[CH:35]=[CH:34][CH:33]=[C:32]([C:36]([F:39])([F:38])[F:37])[C:3]=1[C:4]([N:6]1[C:14]2[C:9](=[CH:10][CH:11]=[C:12]([C:15]3[O:16][C:17](=[O:20])[NH:18][N:19]=3)[CH:13]=2)[C:8]([C:21]2[CH:30]=[CH:29][C:24]([C:25]([OH:27])=[O:26])=[CH:23][C:22]=2[F:31])=[N:7]1)=[O:5]. The catalyst class is: 6. (2) Reactant: [OH-:1].[Na+].ClC(Cl)(Cl)[C:5]([C:7]1[C:15]2[C:10](=[CH:11][CH:12]=[C:13]([CH3:16])[CH:14]=2)[NH:9][CH:8]=1)=[O:6].[CH3:19][O-].[Na+]. Product: [CH3:16][C:13]1[CH:14]=[C:15]2[C:10](=[CH:11][CH:12]=1)[NH:9][CH:8]=[C:7]2[C:5]([O:6][CH3:19])=[O:1]. The catalyst class is: 5. (3) Reactant: [C:1]([OH:12])(=[O:11])[C:2]1[CH:10]=[CH:9][C:7]([OH:8])=[C:4]([O:5][CH3:6])[CH:3]=1.N1C=CN=C1.[C:18]([Si:22]([CH3:25])([CH3:24])Cl)([CH3:21])([CH3:20])[CH3:19]. Product: [Si:22]([O:8][C:7]1[CH:9]=[CH:10][C:2]([C:1]([OH:12])=[O:11])=[CH:3][C:4]=1[O:5][CH3:6])([C:18]([CH3:21])([CH3:20])[CH3:19])([CH3:25])[CH3:24]. The catalyst class is: 35. (4) Reactant: [CH2:1]([C@@:8]12[CH2:18][CH2:17][C@@:16]([CH2:20][CH3:21])([OH:19])[CH2:15][C@@H:14]1[CH:13](O)[O:12][CH2:11][C:10]1[CH:23]=[C:24]([C:27]([NH:29][C:30]3[C:31]([CH3:36])=[N:32][CH:33]=[CH:34][CH:35]=3)=[O:28])[CH:25]=[CH:26][C:9]2=1)[C:2]1[CH:7]=[CH:6][CH:5]=[CH:4][CH:3]=1.C([SiH](CC)CC)C.C([O-])(O)=O.[Na+]. Product: [CH2:1]([C@@:8]12[CH2:18][CH2:17][C@@:16]([CH2:20][CH3:21])([OH:19])[CH2:15][C@@H:14]1[CH2:13][O:12][CH2:11][C:10]1[CH:23]=[C:24]([C:27]([NH:29][C:30]3[C:31]([CH3:36])=[N:32][CH:33]=[CH:34][CH:35]=3)=[O:28])[CH:25]=[CH:26][C:9]2=1)[C:2]1[CH:7]=[CH:6][CH:5]=[CH:4][CH:3]=1. The catalyst class is: 2. (5) Reactant: [CH2:1]([C:3]1[CH:4]=[C:5]([C:9]2[C:14]([F:15])=[CH:13][CH:12]=[CH:11][C:10]=2[C:16]([CH:24]2[CH2:29][CH2:28][N:27](C(OCC3C=CC=CC=3)=O)[CH2:26][CH2:25]2)([OH:23])[CH2:17][CH2:18][CH2:19][CH2:20][O:21][CH3:22])[CH:6]=[CH:7][CH:8]=1)[CH3:2]. Product: [CH2:1]([C:3]1[CH:4]=[C:5]([C:9]2[C:14]([F:15])=[CH:13][CH:12]=[CH:11][C:10]=2[C:16]([CH:24]2[CH2:29][CH2:28][NH:27][CH2:26][CH2:25]2)([OH:23])[CH2:17][CH2:18][CH2:19][CH2:20][O:21][CH3:22])[CH:6]=[CH:7][CH:8]=1)[CH3:2]. The catalyst class is: 19. (6) Reactant: [CH3:1][S:2](Cl)(=[O:4])=[O:3].[OH:6][CH2:7][C@H:8]1[CH2:16][C:11]2([O:15][CH2:14][CH2:13][O:12]2)[CH2:10][C@H:9]1[CH2:17][OH:18].C(N(CC)CC)C. Product: [CH3:1][S:2]([O:6][CH2:7][C@H:8]1[CH2:16][C:11]2([O:12][CH2:13][CH2:14][O:15]2)[CH2:10][C@H:9]1[CH2:17][O:18][S:2]([CH3:1])(=[O:4])=[O:3])(=[O:4])=[O:3]. The catalyst class is: 4. (7) Reactant: [N+:1]([C:4]1[CH:17]=[CH:16][C:7]([O:8][C:9]([CH3:15])([CH3:14])[C:10]([O:12]C)=[O:11])=[CH:6][CH:5]=1)([O-:3])=[O:2].O.[OH-].[Na+].Cl. Product: [N+:1]([C:4]1[CH:5]=[CH:6][C:7]([O:8][C:9]([CH3:15])([CH3:14])[C:10]([OH:12])=[O:11])=[CH:16][CH:17]=1)([O-:3])=[O:2]. The catalyst class is: 5.